Task: Predict the reaction yield, written as a fraction of the theoretical maximum amount of product (1.0 means a 100% yield; for example, 0.34 means a 34% yield).. Dataset: Reaction yield outcomes from USPTO patents with 853,638 reactions (1) The reactants are [CH3:1][C:2]1([CH3:18])[C:6]([CH3:8])([CH3:7])[O:5][B:4]([C:9]2[CH:17]=[CH:16][C:12]([C:13]([NH2:15])=[O:14])=[CH:11][CH:10]=2)[O:3]1.Cl[C:20]1[N:25]=[C:24]([C:26]([F:29])([F:28])[F:27])[CH:23]=[CH:22][N:21]=1.C([O-])([O-])=O.[Cs+].[Cs+].O. The product is [CH3:8][C:6]1([CH3:7])[C:2]([CH3:18])([CH3:1])[O:3][B:4]([C:9]2[CH:17]=[CH:16][C:12]([C:13]([NH:15][C:20]3[N:25]=[C:24]([C:26]([F:29])([F:28])[F:27])[CH:23]=[CH:22][N:21]=3)=[O:14])=[CH:11][CH:10]=2)[O:5]1. The yield is 0.790. The catalyst is CC(O)(C)C.C1C=CC(/C=C/C(/C=C/C2C=CC=CC=2)=O)=CC=1.C1C=CC(/C=C/C(/C=C/C2C=CC=CC=2)=O)=CC=1.C1C=CC(/C=C/C(/C=C/C2C=CC=CC=2)=O)=CC=1.[Pd].[Pd].CC(C1C=C(C(C)C)C(C2C=CC=CC=2P(C2CCCCC2)C2CCCCC2)=C(C(C)C)C=1)C.CCOC(C)=O. (2) The reactants are [NH2:1][C:2]1[C:10]([N+:11]([O-:13])=[O:12])=[CH:9][CH:8]=[CH:7][C:3]=1[C:4](O)=[O:5].S(Cl)(Cl)=O.[OH-].[NH4+:19].O. The catalyst is C(COC)OC. The product is [NH2:1][C:2]1[C:10]([N+:11]([O-:13])=[O:12])=[CH:9][CH:8]=[CH:7][C:3]=1[C:4]([NH2:19])=[O:5]. The yield is 0.890. (3) The reactants are Br[C:2]1[S:6][C:5]([NH:7][C:8]([NH:10][C:11]2[CH:16]=[CH:15][C:14]([CH3:17])=[CH:13][C:12]=2[C:18]([CH:20]2[CH2:24][CH2:23][CH2:22][CH2:21]2)=[O:19])=[O:9])=[N:4][CH:3]=1.[CH3:25][O:26][C:27]([C:29]1[C:34]([SH:35])=[CH:33][CH:32]=[CH:31][N:30]=1)=[O:28]. No catalyst specified. The product is [CH3:25][O:26][C:27]([C:29]1[C:34]([S:35][C:2]2[S:6][C:5]([NH:7][C:8]([NH:10][C:11]3[CH:16]=[CH:15][C:14]([CH3:17])=[CH:13][C:12]=3[C:18]([CH:20]3[CH2:24][CH2:23][CH2:22][CH2:21]3)=[O:19])=[O:9])=[N:4][CH:3]=2)=[CH:33][CH:32]=[CH:31][N:30]=1)=[O:28]. The yield is 0.300. (4) The reactants are [OH:1][C:2]1[CH:10]=[CH:9][C:5]([C:6]([OH:8])=O)=[CH:4][CH:3]=1.[SH:11][C:12]1[CH:17]=[CH:16][C:15]([OH:18])=[CH:14][CH:13]=1. No catalyst specified. The product is [OH:18][C:15]1[CH:16]=[CH:17][C:12]([S:11][C:6](=[O:8])[C:5]2[CH:4]=[CH:3][C:2]([OH:1])=[CH:10][CH:9]=2)=[CH:13][CH:14]=1. The yield is 0.240. (5) The reactants are [CH3:1][C:2]1[N:7]=[C:6]([NH:8][C:9]2[CH:14]=[CH:13][C:12]([CH2:15][CH2:16][OH:17])=[CH:11][CH:10]=2)[C:5]([N+:18]([O-])=O)=[CH:4][CH:3]=1. The catalyst is CO.[Pd]. The product is [NH2:18][C:5]1[C:6]([NH:8][C:9]2[CH:14]=[CH:13][C:12]([CH2:15][CH2:16][OH:17])=[CH:11][CH:10]=2)=[N:7][C:2]([CH3:1])=[CH:3][CH:4]=1. The yield is 0.920.